This data is from Catalyst prediction with 721,799 reactions and 888 catalyst types from USPTO. The task is: Predict which catalyst facilitates the given reaction. (1) Reactant: CN(C(ON1N=NC2C=CC=CC1=2)=[N+](C)C)C.[B-](F)(F)(F)F.[CH3:23][C:24]1[N:29]=[C:28]([C:30]([OH:32])=O)[C:27]([N:33]2[N:37]=[C:36](C)[CH:35]=[N:34]2)=[CH:26][CH:25]=1.CCN(C(C)C)C(C)C.[F:48][C:49]([F:66])([F:65])[C:50]1[CH:51]=[CH:52][C:53]([O:56][CH2:57][C@@H:58]2[CH2:64][C@@H:63]3[C@@H:61]([CH2:62]3)[CH2:60][NH:59]2)=[N:54][CH:55]=1. Product: [CH3:23][C:24]1[N:29]=[C:28]([C:30]([N:59]2[C@H:58]([CH2:57][O:56][C:53]3[CH:52]=[CH:51][C:50]([C:49]([F:48])([F:65])[F:66])=[CH:55][N:54]=3)[CH2:64][C@@H:63]3[C@@H:61]([CH2:62]3)[CH2:60]2)=[O:32])[C:27]([N:33]2[N:37]=[CH:36][CH:35]=[N:34]2)=[CH:26][CH:25]=1. The catalyst class is: 3. (2) Reactant: [CH3:1][C:2]1[CH:7]=[C:6]([CH3:8])[CH:5]=[C:4]([CH3:9])[C:3]=1[C:10]1[CH:15]=[CH:14][C:13]([C:16]([F:19])([F:18])[F:17])=[CH:12][CH:11]=1.[Br-:20].[Li+].[B-](F)(F)(F)F.[B-](F)(F)(F)F.C1[N+]2(CCl)CC[N+](F)(CC2)C1. Product: [Br:20][C:7]1[C:2]([CH3:1])=[C:3]([C:10]2[CH:15]=[CH:14][C:13]([C:16]([F:17])([F:18])[F:19])=[CH:12][CH:11]=2)[C:4]([CH3:9])=[CH:5][C:6]=1[CH3:8]. The catalyst class is: 23.